Task: Predict which catalyst facilitates the given reaction.. Dataset: Catalyst prediction with 721,799 reactions and 888 catalyst types from USPTO (1) Reactant: [Cl:1][C:2]1[CH:7]=[CH:6][C:5]([N:8]2[CH2:13][CH2:12][NH:11][CH2:10][CH2:9]2)=[CH:4][CH:3]=1.[N:14]([C:17]1[CH:26]=[CH:25][CH:24]=[C:23]2[C:18]=1[CH:19]=[CH:20][N:21]=[CH:22]2)=[C:15]=[O:16]. Product: [Cl:1][C:2]1[CH:3]=[CH:4][C:5]([N:8]2[CH2:13][CH2:12][N:11]([C:15]([NH:14][C:17]3[CH:26]=[CH:25][CH:24]=[C:23]4[C:18]=3[CH:19]=[CH:20][N:21]=[CH:22]4)=[O:16])[CH2:10][CH2:9]2)=[CH:6][CH:7]=1. The catalyst class is: 27. (2) Reactant: [C:1]([CH:5]1[CH2:14][CH2:13][C:12]2[N:11]=[C:10]3[S:15][C:16]([S:18]([CH3:21])(=[O:20])=[O:19])=[CH:17][C:9]3=[CH:8][C:7]=2[CH2:6]1)([CH3:4])([CH3:3])[CH3:2].C([N-]C(C)C)(C)C.[Li+].I[CH2:31][Si:32]([CH3:35])([CH3:34])[CH3:33]. Product: [C:1]([CH:5]1[CH2:14][CH2:13][C:12]2[N:11]=[C:10]3[S:15][C:16]([S:18]([CH2:21][CH2:31][Si:32]([CH3:35])([CH3:34])[CH3:33])(=[O:20])=[O:19])=[CH:17][C:9]3=[CH:8][C:7]=2[CH2:6]1)([CH3:4])([CH3:2])[CH3:3]. The catalyst class is: 1. (3) Reactant: [N:1]([CH2:4][C@@H:5]1[O:9][C:8](=[O:10])[N:7]([C:11]2[CH:16]=[CH:15][C:14]([C:17]3[O:18][C:19]([CH2:22][C:23]4[CH:28]=[CH:27][CH:26]=[CH:25][N:24]=4)=[N:20][N:21]=3)=[C:13]([F:29])[CH:12]=2)[CH2:6]1)=[N+]=[N-]. Product: [NH2:1][CH2:4][C@@H:5]1[O:9][C:8](=[O:10])[N:7]([C:11]2[CH:16]=[CH:15][C:14]([C:17]3[O:18][C:19]([CH2:22][C:23]4[CH:28]=[CH:27][CH:26]=[CH:25][N:24]=4)=[N:20][N:21]=3)=[C:13]([F:29])[CH:12]=2)[CH2:6]1. The catalyst class is: 19. (4) Reactant: [F:1][C:2]1([C:8]2[S:9][CH:10]=[C:11]([CH3:13])[N:12]=2)[CH2:7][CH2:6][O:5][CH2:4][CH2:3]1.C(Cl)(Cl)(Cl)Cl.C1C(=O)N([Br:26])C(=O)C1.C(OOC(=O)C1C=CC=CC=1)(=O)C1C=CC=CC=1. Product: [Br:26][CH2:13][C:11]1[N:12]=[C:8]([C:2]2([F:1])[CH2:7][CH2:6][O:5][CH2:4][CH2:3]2)[S:9][CH:10]=1. The catalyst class is: 4. (5) Reactant: OC(CC/C=C(/CCC=C(C)C)\C)(C=C)C.[CH3:17][C:18]([CH3:32])=[CH:19][CH2:20][CH2:21]/[C:22](/[CH3:31])=[CH:23]/[CH2:24][CH2:25]/[C:26](/[CH3:30])=[CH:27]/[CH:28]=[O:29].[CH3:33][C:34]([CH3:48])=[CH:35][CH2:36][CH2:37]/[C:38](/[CH3:47])=[CH:39]/[CH2:40][CH2:41]/[C:42](/[CH3:46])=[CH:43]\[CH:44]=[O:45]. Product: [CH3:17][C:18]([CH3:32])=[CH:19][CH2:20][CH2:21]/[C:22](/[CH3:31])=[CH:23]/[CH2:24][CH2:25]/[C:26](/[CH3:30])=[CH:27]/[CH:28]=[O:29].[CH3:33][C:34]([CH3:48])=[CH:35][CH2:36][CH2:37]/[C:38](/[CH3:47])=[CH:39]/[CH2:40][CH2:41]/[C:42](/[CH3:46])=[CH:43]\[CH:44]=[O:45]. The catalyst class is: 159.